From a dataset of Full USPTO retrosynthesis dataset with 1.9M reactions from patents (1976-2016). Predict the reactants needed to synthesize the given product. Given the product [CH2:31]([N:18]([CH2:19][C:20]1[CH:25]=[CH:24][C:23]([O:26][C:27]([F:30])([F:28])[F:29])=[CH:22][CH:21]=1)[CH2:17][CH2:16][NH:15][S:14]([C:11]1[CH:10]=[CH:9][CH:8]=[C:7]2[C:12]=1[CH2:13][CH:5]([C:3]([OH:4])=[O:2])[CH2:6]2)(=[O:36])=[O:37])[CH2:32][CH2:33][CH2:34][CH3:35], predict the reactants needed to synthesize it. The reactants are: C[O:2][C:3]([CH:5]1[CH2:13][C:12]2[C:7](=[CH:8][CH:9]=[CH:10][C:11]=2[S:14](=[O:37])(=[O:36])[NH:15][CH2:16][CH2:17][N:18]([CH2:31][CH2:32][CH2:33][CH2:34][CH3:35])[CH2:19][C:20]2[CH:25]=[CH:24][C:23]([O:26][C:27]([F:30])([F:29])[F:28])=[CH:22][CH:21]=2)[CH2:6]1)=[O:4].[Li+].[OH-].